Dataset: Catalyst prediction with 721,799 reactions and 888 catalyst types from USPTO. Task: Predict which catalyst facilitates the given reaction. (1) Reactant: [NH:1]1[C:9]2[C:4](=[CH:5][CH:6]=[CH:7][CH:8]=2)[C:3]2([CH2:13][O:12][C:11]3[CH:14]=[C:15]4[C:19](=[CH:20][C:10]2=3)[CH2:18][CH2:17][O:16]4)[C:2]1=[O:21].C(=O)([O-])[O-].[Cs+].[Cs+].Cl[CH2:29][C:30]1[CH:31]=[N:32][C:33]([O:36][CH3:37])=[N:34][CH:35]=1.O. Product: [CH3:37][O:36][C:33]1[N:34]=[CH:35][C:30]([CH2:29][N:1]2[C:9]3[C:4](=[CH:5][CH:6]=[CH:7][CH:8]=3)[C:3]3([CH2:13][O:12][C:11]4[CH:14]=[C:15]5[C:19](=[CH:20][C:10]3=4)[CH2:18][CH2:17][O:16]5)[C:2]2=[O:21])=[CH:31][N:32]=1. The catalyst class is: 9. (2) Reactant: [CH:1]([CH:4]1[C:12]2[C:7](=[CH:8][CH:9]=[CH:10][CH:11]=2)[N:6]([CH3:13])[C:5]1=[O:14])([CH3:3])[CH3:2].[N+:15]([O-])([OH:17])=[O:16]. Product: [CH:1]([CH:4]1[C:12]2[C:7](=[CH:8][CH:9]=[C:10]([N+:15]([O-:17])=[O:16])[CH:11]=2)[N:6]([CH3:13])[C:5]1=[O:14])([CH3:3])[CH3:2]. The catalyst class is: 65. (3) Reactant: [NH2:1][C:2]1[CH:9]=[CH:8][C:7]([Cl:10])=[CH:6][C:3]=1[C:4]#[N:5].[H-].[Al+3].[Li+].[H-].[H-].[H-].O. Product: [NH2:5][CH2:4][C:3]1[CH:6]=[C:7]([Cl:10])[CH:8]=[CH:9][C:2]=1[NH2:1]. The catalyst class is: 7. (4) Reactant: Cl.[OH:2][C@H:3]1[CH2:7][NH:6][C@H:5]([C:8]([O:10][CH3:11])=[O:9])[CH2:4]1.[C:12](#[N:15])[CH:13]=[CH2:14].[OH-].[K+]. Product: [C:12]([CH2:13][CH2:14][N:6]1[CH2:7][C@H:3]([OH:2])[CH2:4][C@H:5]1[C:8]([O:10][CH3:11])=[O:9])#[N:15]. The catalyst class is: 6. (5) Reactant: [CH3:1][C:2]1[C:6]([C:7]([O:9][CH2:10][CH3:11])=[O:8])=[CH:5][NH:4][CH:3]=1.C(=O)([O-])[O-].[K+].[K+].[Cl:18][C:19]1[N:24]=C(Cl)[C:22]([F:26])=[CH:21][N:20]=1.C(#[N:29])C. Product: [Cl:18][C:19]1[N:24]=[C:3]([N:4]2[CH:5]=[C:6]([C:7]([O:9][CH2:10][CH3:11])=[O:8])[C:2]([CH3:1])=[N:29]2)[C:22]([F:26])=[CH:21][N:20]=1. The catalyst class is: 13. (6) The catalyst class is: 1. Product: [CH3:55][O:54][C:51]1[CH:50]=[CH:49][C:48]([CH2:47][N:37]([CH2:38][C:39]2[CH:40]=[CH:41][C:42]([O:45][CH3:46])=[CH:43][CH:44]=2)[C:32]2[N:33]=[C:34]([CH3:36])[N:35]=[C:30]([C:29]3[C:24]([NH:1][C:2]4[CH:7]=[CH:6][C:5]([NH:8][C:9](=[O:11])[CH3:10])=[C:4]([F:12])[CH:3]=4)=[N:25][CH:26]=[C:27]([CH2:56][N:57]4[CH2:62][CH2:61][N:60]([S:63]([CH3:66])(=[O:65])=[O:64])[CH2:59][CH2:58]4)[CH:28]=3)[N:31]=2)=[CH:53][CH:52]=1. Reactant: [NH2:1][C:2]1[CH:7]=[CH:6][C:5]([NH:8][C:9](=[O:11])[CH3:10])=[C:4]([F:12])[CH:3]=1.C[Si]([N-][Si](C)(C)C)(C)C.[Li+].F[C:24]1[C:29]([C:30]2[N:35]=[C:34]([CH3:36])[N:33]=[C:32]([N:37]([CH2:47][C:48]3[CH:53]=[CH:52][C:51]([O:54][CH3:55])=[CH:50][CH:49]=3)[CH2:38][C:39]3[CH:44]=[CH:43][C:42]([O:45][CH3:46])=[CH:41][CH:40]=3)[N:31]=2)=[CH:28][C:27]([CH2:56][N:57]2[CH2:62][CH2:61][N:60]([S:63]([CH3:66])(=[O:65])=[O:64])[CH2:59][CH2:58]2)=[CH:26][N:25]=1. (7) Reactant: [C:1]1([C:7]2([CH2:13][CH2:14][C:15]3[O:19][N:18]=[C:17]([C:20]4[CH:37]=[CH:36][C:23]([CH2:24][N:25]5[CH2:28][CH:27]([C:29]([O:31]C(C)(C)C)=[O:30])[CH2:26]5)=[CH:22][CH:21]=4)[N:16]=3)[CH2:12][CH2:11][CH2:10][CH2:9][CH2:8]2)[CH:6]=[CH:5][CH:4]=[CH:3][CH:2]=1.CO. Product: [C:1]1([C:7]2([CH2:13][CH2:14][C:15]3[O:19][N:18]=[C:17]([C:20]4[CH:21]=[CH:22][C:23]([CH2:24][N:25]5[CH2:28][CH:27]([C:29]([OH:31])=[O:30])[CH2:26]5)=[CH:36][CH:37]=4)[N:16]=3)[CH2:8][CH2:9][CH2:10][CH2:11][CH2:12]2)[CH:6]=[CH:5][CH:4]=[CH:3][CH:2]=1. The catalyst class is: 89. (8) Reactant: Br[C:2]1[C:3]2[C:8]([C:9]([C:16]3[CH:21]=[CH:20][C:19]([C:22]4[C:31]5[C:26](=[CH:27][CH:28]=[CH:29][CH:30]=5)[CH:25]=[CH:24][CH:23]=4)=[CH:18][CH:17]=3)=[C:10]3[C:15]=1[CH:14]=[CH:13][CH:12]=[CH:11]3)=[CH:7][CH:6]=[CH:5][CH:4]=2.C([Li])CCC.[B:37]([O:42]C)(OC)[O:38]C.Cl. Product: [C:22]1([C:19]2[CH:18]=[CH:17][C:16]([C:9]3[C:8]4[C:3](=[CH:4][CH:5]=[CH:6][CH:7]=4)[C:2]([B:37]([OH:42])[OH:38])=[C:15]4[C:10]=3[CH:11]=[CH:12][CH:13]=[CH:14]4)=[CH:21][CH:20]=2)[C:31]2[C:26](=[CH:27][CH:28]=[CH:29][CH:30]=2)[CH:25]=[CH:24][CH:23]=1. The catalyst class is: 188.